Dataset: Full USPTO retrosynthesis dataset with 1.9M reactions from patents (1976-2016). Task: Predict the reactants needed to synthesize the given product. (1) Given the product [CH2:29]([O:28][C:21]([C:22]1[O:41][C:39](=[O:40])[C:38]2[C:15]([CH:16]=1)=[CH:11][CH:10]=[CH:12][C:33]=2[O:34][CH2:46][O:47][CH3:48])=[O:27])[CH3:30], predict the reactants needed to synthesize it. The reactants are: C([Li])CCC.C(N[CH:10]([CH3:12])[CH3:11])(C)C.CN(C)[CH2:15][CH2:16]N(C)C.[C:21]([O:28][CH2:29][CH3:30])(=[O:27])[C:22](OCC)=O.C(O)(=O)C[C:33]([CH2:38][C:39]([OH:41])=[O:40])(C(O)=O)[OH:34].C1[CH2:48][O:47][CH2:46]C1. (2) Given the product [Cl:1][C:2]1[CH:3]=[CH:4][C:5]([O:6][C:7]2[CH:8]=[CH:9][C:10]([N:13]3[C@@H:17]([C:18]4[CH:23]=[CH:22][CH:21]=[C:20]([C:24]([F:25])([F:27])[F:26])[CH:19]=4)[CH2:16][NH:15][C:14]3=[N:38][C:39]#[N:40])=[CH:11][CH:12]=2)=[CH:41][CH:42]=1, predict the reactants needed to synthesize it. The reactants are: [Cl:1][C:2]1[CH:42]=[CH:41][C:5]([O:6][C:7]2[CH:12]=[CH:11][C:10]([N:13]3[C@@H:17]([C:18]4[CH:23]=[CH:22][CH:21]=[C:20]([C:24]([F:27])([F:26])[F:25])[CH:19]=4)[CH2:16][N:15](S(C4C=CC(C)=CC=4)(=O)=O)[C:14]3=[N:38][C:39]#[N:40])=[CH:9][CH:8]=2)=[CH:4][CH:3]=1.[Mg]. (3) Given the product [NH2:22][CH2:21][CH2:20][CH2:19][CH2:18][N:2]([CH3:1])[CH2:3][CH2:4][CH2:5][CH2:6][NH2:7], predict the reactants needed to synthesize it. The reactants are: [CH3:1][N:2]([CH2:18][CH2:19][CH2:20][CH2:21][N:22]1C(=O)C2C(=CC=CC=2)C1=O)[CH2:3][CH2:4][CH2:5][CH2:6][N:7]1C(=O)C2C(=CC=CC=2)C1=O.O.NN. (4) Given the product [CH3:35][C:5]1[N:4]=[CH:3][C:2]([N:8]2[CH2:11][CH:10]([C:12]([NH:14][C:15]3[CH:20]=[CH:19][C:18]([CH:21]4[CH2:22][CH2:23][N:24]([C:27]([O:29][C:30]([CH3:33])([CH3:32])[CH3:31])=[O:28])[CH2:25][CH2:26]4)=[CH:17][CH:16]=3)=[O:13])[CH2:9]2)=[CH:7][CH:6]=1, predict the reactants needed to synthesize it. The reactants are: Br[C:2]1[CH:3]=[N:4][CH:5]=[CH:6][CH:7]=1.[NH:8]1[CH2:11][CH:10]([C:12]([NH:14][C:15]2[CH:20]=[CH:19][C:18]([CH:21]3[CH2:26][CH2:25][N:24]([C:27]([O:29][C:30]([CH3:33])([CH3:32])[CH3:31])=[O:28])[CH2:23][CH2:22]3)=[CH:17][CH:16]=2)=[O:13])[CH2:9]1.N1CC(C(NC2C=CC(OC3CCN(C(OC(C)(C)C)=O)CC3)=CC=2)=O)[CH2:35]1. (5) The reactants are: [Cl:1][C:2]1[CH:7]=[CH:6][C:5]([CH:8]=[C:9](NC(=O)C)[C:10]([OH:12])=[O:11])=[CH:4][CH:3]=1.Cl.C1C[O:21]CC1. Given the product [Cl:1][C:2]1[CH:7]=[CH:6][C:5]([CH2:8][C:9](=[O:21])[C:10]([OH:12])=[O:11])=[CH:4][CH:3]=1, predict the reactants needed to synthesize it.